This data is from Peptide-MHC class I binding affinity with 185,985 pairs from IEDB/IMGT. The task is: Regression. Given a peptide amino acid sequence and an MHC pseudo amino acid sequence, predict their binding affinity value. This is MHC class I binding data. (1) The peptide sequence is AMHDKKIDI. The MHC is HLA-A02:06 with pseudo-sequence HLA-A02:06. The binding affinity (normalized) is 0.0160. (2) The binding affinity (normalized) is 0.0847. The peptide sequence is ERNEQGQTL. The MHC is HLA-A03:01 with pseudo-sequence HLA-A03:01. (3) The peptide sequence is ETAWPFFYA. The MHC is HLA-A02:12 with pseudo-sequence HLA-A02:12. The binding affinity (normalized) is 0.554. (4) The peptide sequence is CLMMILPAA. The MHC is HLA-B08:01 with pseudo-sequence HLA-B08:01. The binding affinity (normalized) is 0.355.